Task: Predict the reactants needed to synthesize the given product.. Dataset: Full USPTO retrosynthesis dataset with 1.9M reactions from patents (1976-2016) (1) Given the product [Cl:24][C:13]1[CH:14]=[C:15]2[C:10](=[CH:11][CH:12]=1)[N:9]=[C:8]([S:1][CH2:2][CH2:3][OH:4])[N:17]=[C:16]2[C:18]1[CH:23]=[CH:22][CH:21]=[CH:20][CH:19]=1, predict the reactants needed to synthesize it. The reactants are: [SH:1][CH2:2][CH2:3][OH:4].[H-].[Na+].Cl[C:8]1[N:17]=[C:16]([C:18]2[CH:23]=[CH:22][CH:21]=[CH:20][CH:19]=2)[C:15]2[C:10](=[CH:11][CH:12]=[C:13]([Cl:24])[CH:14]=2)[N:9]=1.O. (2) Given the product [CH3:70][CH:67]([CH2:68][CH3:69])[CH2:66][C:51]1([CH2:61][CH:62]([CH3:65])[CH2:63][CH3:64])[CH:50]=[C:49]2[C:71]3[C:46]([C:47]([CH2:79][CH:80]([CH3:83])[CH2:81][CH3:82])([CH2:74][CH:75]([CH3:78])[CH2:76][CH3:77])[C:48]2=[C:60]2[C:52]1=[C:53]1[C:58](=[CH:59]2)[CH:57]=[CH:56][CH:55]=[CH:54]1)=[CH:45][C:44]([C:37]1[CH:36]=[C:35]2[C:40]([C:41]4[CH:42]=[CH:43][C:31]([C:9]5[CH:10]=[C:11]6[C:6]([C:5]7[CH:4]=[CH:3][C:2]([C:95]8[S:94][CH:98]=[CH:97][CH:96]=8)=[CH:14][C:13]=7[C:12]6([CH2:15][CH:16]([CH2:21][CH3:22])[CH2:17][CH2:18][CH2:19][CH3:20])[CH2:23][CH:24]([CH2:29][CH3:30])[CH2:25][CH2:26][CH2:27][CH3:28])=[CH:7][CH:8]=5)=[CH:32][C:33]=4[C:34]2([CH2:89][CH:90]([CH3:93])[CH2:91][CH3:92])[CH2:84][CH:85]([CH3:88])[CH2:86][CH3:87])=[CH:39][CH:38]=1)=[CH:73][CH:72]=3, predict the reactants needed to synthesize it. The reactants are: I[C:2]1[CH:14]=[C:13]2[C:5]([C:6]3[CH:7]=[CH:8][C:9]([C:31]4[CH:43]=[CH:42][C:41]5[C:40]6[C:35](=[CH:36][C:37]([C:44]7[CH:45]=[C:46]8[C:71](=[CH:72][CH:73]=7)[C:49]7=[CH:50][C:51]([CH2:66][CH:67]([CH3:70])[CH2:68][CH3:69])([CH2:61][CH:62]([CH3:65])[CH2:63][CH3:64])[C:52]9[C:60]([CH:59]=[C:58]%10[C:53]=9[CH:54]=[CH:55][CH:56]=[CH:57]%10)=[C:48]7[C:47]8([CH2:79][CH:80]([CH3:83])[CH2:81][CH3:82])[CH2:74][CH:75]([CH3:78])[CH2:76][CH3:77])=[CH:38][CH:39]=6)[C:34]([CH2:89][CH:90]([CH3:93])[CH2:91][CH3:92])([CH2:84][CH:85]([CH3:88])[CH2:86][CH3:87])[C:33]=5[CH:32]=4)=[CH:10][C:11]=3[C:12]2([CH2:23][CH:24]([CH2:29][CH3:30])[CH2:25][CH2:26][CH2:27][CH3:28])[CH2:15][CH:16]([CH2:21][CH3:22])[CH2:17][CH2:18][CH2:19][CH3:20])=[CH:4][CH:3]=1.[S:94]1[CH:98]=[CH:97][CH:96]=[C:95]1[Mg]Br. (3) Given the product [CH3:1][O:2][C:3]1[C:4]2[O:5][CH2:6][CH2:7][CH2:8][C:9](=[O:11])[C:12]=2[CH:13]=[CH:14][CH:15]=1, predict the reactants needed to synthesize it. The reactants are: [CH3:1][O:2][C:3]1[CH:15]=[CH:14][CH:13]=[CH:12][C:4]=1[O:5][CH2:6][CH2:7][CH2:8][C:9]([OH:11])=O. (4) Given the product [CH2:1]([O:3][C:4](=[O:29])[CH2:5][C:6]1[CH:7]=[C:8]([C:31]2[CH:38]=[CH:37][C:36]([C:39]([F:42])([F:41])[F:40])=[CH:35][C:32]=2[CH:33]=[O:34])[C:9]([O:12][CH2:13][C:14]2[CH:15]=[CH:16][CH:17]=[CH:18][CH:19]=2)=[CH:10][CH:11]=1)[CH3:2], predict the reactants needed to synthesize it. The reactants are: [CH2:1]([O:3][C:4](=[O:29])[CH2:5][C:6]1[CH:11]=[CH:10][C:9]([O:12][CH2:13][C:14]2[CH:19]=[CH:18][CH:17]=[CH:16][CH:15]=2)=[C:8](B2OC(C)(C)C(C)(C)O2)[CH:7]=1)[CH3:2].Br[C:31]1[CH:38]=[CH:37][C:36]([C:39]([F:42])([F:41])[F:40])=[CH:35][C:32]=1[CH:33]=[O:34]. (5) The reactants are: [Br:1][C:2]1[CH:7]=[C:6]([CH3:8])[CH:5]=[CH:4][C:3]=1I.C([Mg]Cl)(C)C.[F:15][CH2:16][C:17](=[O:20])[CH2:18][F:19].CC(=O)OCC. Given the product [Br:1][C:2]1[CH:7]=[C:6]([CH3:8])[CH:5]=[CH:4][C:3]=1[C:17]([OH:20])([CH2:18][F:19])[CH2:16][F:15], predict the reactants needed to synthesize it. (6) Given the product [Cl:1][C:2]1[C:3]([N:8]2[CH2:13][CH:12]=[C:11]([C:14]([Cl:19])=[O:16])[CH2:10][CH2:9]2)=[N:4][CH:5]=[CH:6][CH:7]=1, predict the reactants needed to synthesize it. The reactants are: [Cl:1][C:2]1[C:3]([N:8]2[CH2:13][CH:12]=[C:11]([C:14]([OH:16])=O)[CH2:10][CH2:9]2)=[N:4][CH:5]=[CH:6][CH:7]=1.S(Cl)([Cl:19])=O. (7) The reactants are: [Si:1]([O:8][C@H:9]1[C@H:16]2[C@H:12]([N:13](S(C3C=CC=CC=3[N+]([O-])=O)(=O)=O)[C:14](=[O:17])[O:15]2)[CH2:11][CH2:10]1)([C:4]([CH3:7])([CH3:6])[CH3:5])([CH3:3])[CH3:2].C([O-])([O-])=O.[Cs+].[Cs+].C(N[C@H](C(O)=O)CS)(=O)C. Given the product [Si:1]([O:8][C@H:9]1[C@H:16]2[C@H:12]([NH:13][C:14](=[O:17])[O:15]2)[CH2:11][CH2:10]1)([C:4]([CH3:7])([CH3:5])[CH3:6])([CH3:3])[CH3:2], predict the reactants needed to synthesize it. (8) Given the product [CH:31]12[CH2:38][CH:35]([CH2:36][CH2:37]1)[CH2:34][N:33]([CH2:2]/[CH:3]=[CH:4]/[C:5]([N:28]1[CH2:27][CH2:26][C:25]3[C:18]4[C:17]([NH:16][C:14]5[CH:13]=[C:12]([OH:30])[CH:11]=[C:10]([Cl:9])[CH:15]=5)=[N:22][CH:21]=[N:20][C:19]=4[S:23][C:24]=3[CH2:29]1)=[O:7])[CH2:32]2, predict the reactants needed to synthesize it. The reactants are: Br[CH2:2]/[CH:3]=[CH:4]/[C:5]([OH:7])=O.Cl.[Cl:9][C:10]1[CH:11]=[C:12]([OH:30])[CH:13]=[C:14]([NH:16][C:17]2[C:18]3[C:25]4[CH2:26][CH2:27][NH:28][CH2:29][C:24]=4[S:23][C:19]=3[N:20]=[CH:21][N:22]=2)[CH:15]=1.[CH:31]12[CH2:38][CH:35]([CH2:36][CH2:37]1)[CH2:34][NH:33][CH2:32]2.